Dataset: Full USPTO retrosynthesis dataset with 1.9M reactions from patents (1976-2016). Task: Predict the reactants needed to synthesize the given product. The reactants are: [Li+].C[Si]([N-][Si](C)(C)C)(C)C.[C:11]([O:15][C:16](=[O:18])[CH3:17])([CH3:14])([CH3:13])[CH3:12].Br[CH2:20][C:21]1[C:22]([Cl:37])=[N:23][C:24]([S:35][CH3:36])=[N:25][C:26]=1[C:27]1[CH:32]=[CH:31][C:30]([F:33])=[CH:29][C:28]=1[F:34].CO. Given the product [Cl:37][C:22]1[C:21]([CH2:20][CH2:17][C:16]([O:15][C:11]([CH3:14])([CH3:13])[CH3:12])=[O:18])=[C:26]([C:27]2[CH:32]=[CH:31][C:30]([F:33])=[CH:29][C:28]=2[F:34])[N:25]=[C:24]([S:35][CH3:36])[N:23]=1, predict the reactants needed to synthesize it.